This data is from HIV replication inhibition screening data with 41,000+ compounds from the AIDS Antiviral Screen. The task is: Binary Classification. Given a drug SMILES string, predict its activity (active/inactive) in a high-throughput screening assay against a specified biological target. (1) The drug is CC1(CC2=C(Br)CCCC2)C(=O)CC=C1O. The result is 0 (inactive). (2) The molecule is COc1cccc(C2C3=C(COC3=O)Oc3cc4c(cc32)OCO4)c1. The result is 0 (inactive). (3) The drug is COc1ccc2c3c(c4cc(OC)c(OC)cc4c2c1)CC1CCCCN1C3. The result is 0 (inactive). (4) The molecule is Cl.Fc1ccc2c3c([nH]c2c1)CCN(Cc1ccccc1)C3. The result is 0 (inactive).